From a dataset of Catalyst prediction with 721,799 reactions and 888 catalyst types from USPTO. Predict which catalyst facilitates the given reaction. (1) Reactant: Cl.Cl.[NH2:3][CH:4]([C:16]1[CH:21]=[CH:20][CH:19]=[CH:18][CH:17]=1)[C:5]([O:7][C@@H:8]1[CH:13]2[CH2:14][CH2:15][N:10]([CH2:11][CH2:12]2)[CH2:9]1)=[O:6].C(N(CC)CC)C.[F:29][C:30]([F:37])([F:36])[CH2:31][S:32](Cl)(=[O:34])=[O:33]. Product: [C:16]1([CH:4]([NH:3][S:32]([CH2:31][C:30]([F:37])([F:36])[F:29])(=[O:34])=[O:33])[C:5]([O:7][C@@H:8]2[CH:13]3[CH2:12][CH2:11][N:10]([CH2:15][CH2:14]3)[CH2:9]2)=[O:6])[CH:21]=[CH:20][CH:19]=[CH:18][CH:17]=1. The catalyst class is: 2. (2) The catalyst class is: 7. Reactant: [F:1][C:2]([F:14])([F:13])[C:3]1[CH:4]=[C:5]([CH2:9][C:10](O)=[O:11])[CH:6]=[CH:7][CH:8]=1.C(Cl)(=O)C([Cl:18])=O.CN(C)C=O. Product: [F:1][C:2]([F:14])([F:13])[C:3]1[CH:4]=[C:5]([CH2:9][C:10]([Cl:18])=[O:11])[CH:6]=[CH:7][CH:8]=1.